From a dataset of Catalyst prediction with 721,799 reactions and 888 catalyst types from USPTO. Predict which catalyst facilitates the given reaction. Reactant: [CH:1]1([S:7]([O:9]C)=[O:8])[CH2:6][CH2:5][CH2:4][CH2:3][CH2:2]1.C=O.C(N)=O.[S:16](=[N:19][CH:20]=[O:21])(=[O:18])=[O:17].[NH:22]([CH:26](C)C)[CH:23](C)C. Product: [S:16](=[N:19][CH:20]=[O:21])(=[O:18])=[O:17].[N+:22]([CH2:26][S:7]([CH:1]1[CH2:6][CH2:5][CH2:4][CH2:3][CH2:2]1)(=[O:9])=[O:8])#[C-:23]. The catalyst class is: 106.